Predict the reaction yield, written as a fraction of the theoretical maximum amount of product (1.0 means a 100% yield; for example, 0.34 means a 34% yield). From a dataset of Reaction yield outcomes from USPTO patents with 853,638 reactions. (1) The reactants are [OH:1][C:2]1[CH:7]=[CH:6][C:5]([N:8]2[C:16](=[O:17])[C@H:15]3[C@H:10]([CH2:11][CH2:12][CH2:13][CH2:14]3)[C:9]2=[O:18])=[CH:4][CH:3]=1.[I-].C[N+]1C=CN([C:26](=[O:35])[N:27]([CH3:34])[C:28]2[CH:33]=[CH:32][CH:31]=[CH:30][CH:29]=2)C=1. No catalyst specified. The product is [O:18]=[C:9]1[C@@H:10]2[C@@H:15]([CH2:14][CH2:13][CH2:12][CH2:11]2)[C:16](=[O:17])[N:8]1[C:5]1[CH:6]=[CH:7][C:2]([O:1][C:26](=[O:35])[N:27]([CH3:34])[C:28]2[CH:33]=[CH:32][CH:31]=[CH:30][CH:29]=2)=[CH:3][CH:4]=1. The yield is 0.770. (2) The reactants are [CH:1]1([NH2:7])[CH2:6][CH2:5][CH2:4][CH2:3][CH2:2]1.C([O:10][C:11]([C:13]1[C:14](=[O:33])[N:15]([CH2:24][C:25]2[CH:30]=[CH:29][C:28]([O:31][CH3:32])=[CH:27][CH:26]=2)[C:16]2[C:21]([C:22]=1[OH:23])=[CH:20][CH:19]=[CH:18][N:17]=2)=O)C. The catalyst is C1(C)C(C)=CC=CC=1. The product is [CH:1]1([NH:7][C:11]([C:13]2[C:14](=[O:33])[N:15]([CH2:24][C:25]3[CH:26]=[CH:27][C:28]([O:31][CH3:32])=[CH:29][CH:30]=3)[C:16]3[C:21]([C:22]=2[OH:23])=[CH:20][CH:19]=[CH:18][N:17]=3)=[O:10])[CH2:6][CH2:5][CH2:4][CH2:3][CH2:2]1. The yield is 0.820. (3) The catalyst is C(#N)C.O.C(#N)C. The product is [F:3][C:4]1[CH:9]=[CH:8][C:7]([N:10]2[C:13](=[O:14])[C@H:12]([CH2:15][CH2:16][C@@H:17]([C:19]3[CH:20]=[CH:21][C:22]([F:25])=[CH:23][CH:24]=3)[OH:18])[C@H:11]2[C:26]2[CH:31]=[CH:30][C:29]([C:32]3[CH:37]=[CH:36][CH:35]=[C:34]([O:38][CH2:39][C@@H:40]([OH:46])[C@@H:41]([OH:49])[C@H:42]([OH:48])[C@@H:43]([OH:47])[CH2:44][OH:45])[CH:33]=3)=[CH:28][CH:27]=2)=[CH:6][CH:5]=1. The reactants are [BH4-].[Na+].[F:3][C:4]1[CH:9]=[CH:8][C:7]([N:10]2[C:13](=[O:14])[C@H:12]([CH2:15][CH2:16][C@@H:17]([C:19]3[CH:24]=[CH:23][C:22]([F:25])=[CH:21][CH:20]=3)[OH:18])[C@H:11]2[C:26]2[CH:31]=[CH:30][C:29]([C:32]3[CH:37]=[CH:36][CH:35]=[C:34]([O:38][CH2:39][C@H:40]4[O:46][CH:44]([OH:45])[C@H:43]([OH:47])[C@@H:42]([OH:48])[C@@H:41]4[OH:49])[CH:33]=3)=[CH:28][CH:27]=2)=[CH:6][CH:5]=1. The yield is 0.800. (4) The reactants are C(N(CC)C(C)C)(C)C.[CH:10]1([N:16]=[C:17]=[O:18])[CH2:15][CH2:14][CH2:13][CH2:12][CH2:11]1.[Si:19]([O:26][C:27]1[CH:32]=[C:31]([O:33][Si:34]([C:37]([CH3:40])([CH3:39])[CH3:38])([CH3:36])[CH3:35])[CH:30]=[CH:29][C:28]=1[CH:41]1[CH2:46][CH2:45][CH:44]([OH:47])[CH2:43][CH2:42]1)([C:22]([CH3:25])([CH3:24])[CH3:23])([CH3:21])[CH3:20]. The product is [CH:10]1([NH:16][C:17](=[O:18])[O:47][C@H:44]2[CH2:43][CH2:42][C@H:41]([C:28]3[CH:29]=[CH:30][C:31]([O:33][Si:34]([C:37]([CH3:38])([CH3:39])[CH3:40])([CH3:36])[CH3:35])=[CH:32][C:27]=3[O:26][Si:19]([C:22]([CH3:23])([CH3:24])[CH3:25])([CH3:21])[CH3:20])[CH2:46][CH2:45]2)[CH2:15][CH2:14][CH2:13][CH2:12][CH2:11]1. The yield is 0.470. The catalyst is ClC(Cl)C. (5) The reactants are [C:1]1(=[O:12])[C:10]2[C:5](=[CH:6][CH:7]=[CH:8][CH:9]=2)[C:4](=[O:11])[CH:3]=[CH:2]1.[CH3:13][CH2:14][C:15](OC)=[O:16].Cl. The catalyst is C(Cl)Cl. The product is [C:15]([C:2]1[C:1](=[O:12])[C:10]2[C:5](=[CH:6][CH:7]=[CH:8][CH:9]=2)[C:4](=[O:11])[CH:3]=1)(=[O:16])[CH2:14][CH3:13]. The yield is 0.420. (6) The yield is 0.810. The catalyst is CS(C)=O.CCOC(C)=O.[Cu]I. The product is [Br:1][C:2]1[CH:7]=[CH:6][C:5]([NH:10][CH2:11][CH2:12][OH:13])=[CH:4][C:3]=1[CH3:9]. The reactants are [Br:1][C:2]1[CH:7]=[CH:6][C:5](I)=[CH:4][C:3]=1[CH3:9].[NH2:10][CH2:11][CH2:12][OH:13].N1CCC[C@H]1C(O)=O.C([O-])([O-])=O.[K+].[K+]. (7) The reactants are [NH2:1][C:2]1[N:14]=[C:13]([C:15]2[C:20]([O:21][CH2:22][C:23]3[CH:28]=[CH:27][C:26]([O:29][CH3:30])=[CH:25][CH:24]=3)=[CH:19][CH:18]=[CH:17][C:16]=2[O:31][CH2:32][CH:33]2[CH2:35][CH2:34]2)[CH:12]=[C:11](S(C)=O)[C:3]=1[C:4]([O:6][C:7]([CH3:10])([CH3:9])[CH3:8])=[O:5].[CH2:39]([NH2:42])[CH2:40][NH2:41].[C:43](O[C:43]([O:45][C:46]([CH3:49])([CH3:48])[CH3:47])=[O:44])([O:45][C:46]([CH3:49])([CH3:48])[CH3:47])=[O:44]. No catalyst specified. The product is [NH2:1][C:2]1[N:14]=[C:13]([C:15]2[C:20]([O:21][CH2:22][C:23]3[CH:28]=[CH:27][C:26]([O:29][CH3:30])=[CH:25][CH:24]=3)=[CH:19][CH:18]=[CH:17][C:16]=2[O:31][CH2:32][CH:33]2[CH2:35][CH2:34]2)[CH:12]=[C:11]([NH:41][CH2:40][CH2:39][NH:42][C:43]([O:45][C:46]([CH3:49])([CH3:48])[CH3:47])=[O:44])[C:3]=1[C:4]([O:6][C:7]([CH3:10])([CH3:9])[CH3:8])=[O:5]. The yield is 0.920.